From a dataset of Human Reference Interactome with 51,813 positive PPI pairs across 8,248 proteins, plus equal number of experimentally-validated negative pairs. Binary Classification. Given two protein amino acid sequences, predict whether they physically interact or not. Protein 1 (ENSG00000001631) has sequence MGNPENIEDAYVAVIRPKNTASLNSREYRAKSYEILLHEVPIEGQKKKRKKVLLETKLQGNSEITQGILDYVVETTKPISPANQGIRGKRVVLMKKFPLDGEKMGREASLFIVPSVVKDNTKYTYTPGCPIFYCLQDIMRVCSESSTHFATLTARMLIALDKWLDERHAQSHFIPALFRPSPLERIKTNVINPAYATESGQTENSLHMGYSALEIKSKMLALEKADTCIYNPLFGSDLQYTNRVDKVVINPYFGLGAPDYSKIQIPKQEKWQRSMSSVTEDKERQWVDDFPLHRSACEGD.... Protein 2 (ENSG00000275410) has sequence MVSKLTSLQQELLSALLSSGVTKEVLVQALEELLPSPNFGVKLETLPLSPGSGAEPDTKPVFHTLTNGHAKGRLSGDEGSEDGDDYDTPPILKELQALNTEEAAEQRAEVDRMLSEDPWRAAKMIKGYMQQHNIPQREVVDVTGLNQSHLSQHLNKGTPMKTQKRAALYTWYVRKQREILRQFNQTVQSSGNMTDKSSQDQLLFLFPEFSQQSHGPGQSDDACSEPTNKKMRRNRFKWGPASQQILYQAYDRQKNPSKEEREALVEECNRAECLQRGVSPSKAHGLGSNLVTEVRVYNWF.... Result: 0 (the proteins do not interact).